From a dataset of M1 muscarinic receptor antagonist screen with 61,756 compounds. Binary Classification. Given a drug SMILES string, predict its activity (active/inactive) in a high-throughput screening assay against a specified biological target. (1) The molecule is O1CCN(CC1)C(=O)/C=C1/OC(=O)c2c1cccc2. The result is 0 (inactive). (2) The molecule is S(=O)(=O)(Cc1oc(C(=O)NCC2N(CCC2)CC)cc1)c1c(cccc1)C. The result is 0 (inactive).